From a dataset of NCI-60 drug combinations with 297,098 pairs across 59 cell lines. Regression. Given two drug SMILES strings and cell line genomic features, predict the synergy score measuring deviation from expected non-interaction effect. (1) Drug 1: C1CCC(C1)C(CC#N)N2C=C(C=N2)C3=C4C=CNC4=NC=N3. Drug 2: CN(C(=O)NC(C=O)C(C(C(CO)O)O)O)N=O. Cell line: A549. Synergy scores: CSS=0.296, Synergy_ZIP=-3.29, Synergy_Bliss=-6.64, Synergy_Loewe=-7.05, Synergy_HSA=-7.03. (2) Synergy scores: CSS=3.69, Synergy_ZIP=-2.19, Synergy_Bliss=-0.655, Synergy_Loewe=-0.531, Synergy_HSA=-0.227. Drug 2: CC1CCCC2(C(O2)CC(NC(=O)CC(C(C(=O)C(C1O)C)(C)C)O)C(=CC3=CSC(=N3)C)C)C. Cell line: NCI/ADR-RES. Drug 1: C(CCl)NC(=O)N(CCCl)N=O. (3) Drug 1: CN(C)N=NC1=C(NC=N1)C(=O)N. Drug 2: CC1=C(C=C(C=C1)C(=O)NC2=CC(=CC(=C2)C(F)(F)F)N3C=C(N=C3)C)NC4=NC=CC(=N4)C5=CN=CC=C5. Cell line: UACC-257. Synergy scores: CSS=-6.30, Synergy_ZIP=5.09, Synergy_Bliss=0.560, Synergy_Loewe=-4.85, Synergy_HSA=-5.58. (4) Drug 1: CC1CCC2CC(C(=CC=CC=CC(CC(C(=O)C(C(C(=CC(C(=O)CC(OC(=O)C3CCCCN3C(=O)C(=O)C1(O2)O)C(C)CC4CCC(C(C4)OC)O)C)C)O)OC)C)C)C)OC. Drug 2: C1CN(P(=O)(OC1)NCCCl)CCCl. Cell line: UACC-257. Synergy scores: CSS=2.76, Synergy_ZIP=-1.12, Synergy_Bliss=-0.892, Synergy_Loewe=1.70, Synergy_HSA=-0.626. (5) Drug 1: C1CCC(C1)C(CC#N)N2C=C(C=N2)C3=C4C=CNC4=NC=N3. Drug 2: C1=CC=C(C=C1)NC(=O)CCCCCCC(=O)NO. Cell line: CAKI-1. Synergy scores: CSS=12.1, Synergy_ZIP=-11.2, Synergy_Bliss=-14.0, Synergy_Loewe=-11.9, Synergy_HSA=-10.5.